Dataset: TCR-epitope binding with 47,182 pairs between 192 epitopes and 23,139 TCRs. Task: Binary Classification. Given a T-cell receptor sequence (or CDR3 region) and an epitope sequence, predict whether binding occurs between them. (1) The epitope is TLIGDCATV. Result: 1 (the TCR binds to the epitope). The TCR CDR3 sequence is CASSYLGGGYNEQFF. (2) The epitope is CINGVCWTV. The TCR CDR3 sequence is CASSPMNTEAFF. Result: 0 (the TCR does not bind to the epitope).